From a dataset of Reaction yield outcomes from USPTO patents with 853,638 reactions. Predict the reaction yield, written as a fraction of the theoretical maximum amount of product (1.0 means a 100% yield; for example, 0.34 means a 34% yield). (1) The reactants are [F:1][C:2]1[CH:10]=[C:9]2[C:5]([CH2:6][CH2:7][C:8]2=O)=[CH:4][CH:3]=1.Cl.[O:13]([NH2:15])[CH3:14]. The catalyst is N1C=CC=CC=1.C(OC(=O)C)C. The product is [CH3:14][O:13][N:15]=[C:8]1[C:9]2[C:5](=[CH:4][CH:3]=[C:2]([F:1])[CH:10]=2)[CH2:6][CH2:7]1. The yield is 0.810. (2) The reactants are C(OC([N:8]1[C@H:12]([C:13]([NH2:15])=[O:14])[CH2:11][S:10][CH2:9]1)=O)(C)(C)C.[ClH:16].O1CCOCC1. No catalyst specified. The product is [ClH:16].[S:10]1[CH2:11][C@@H:12]([C:13]([NH2:15])=[O:14])[NH:8][CH2:9]1. The yield is 0.990. (3) The yield is 0.950. The catalyst is O.C(OCC)(=O)C.O1CCCC1. The product is [CH3:1][C:2]1[CH:8]=[C:7]([C:9]([OH:18])([C:10]([F:12])([F:13])[F:11])[C:14]([F:15])([F:16])[F:17])[CH:6]=[C:5]([CH3:19])[C:3]=1[NH:4][C:26](=[O:27])[C:25]1[CH:29]=[CH:30][CH:31]=[C:23]([N+:20]([O-:22])=[O:21])[CH:24]=1. The reactants are [CH3:1][C:2]1[CH:8]=[C:7]([C:9]([OH:18])([C:14]([F:17])([F:16])[F:15])[C:10]([F:13])([F:12])[F:11])[CH:6]=[C:5]([CH3:19])[C:3]=1[NH2:4].[N+:20]([C:23]1[CH:24]=[C:25]([CH:29]=[CH:30][CH:31]=1)[C:26](Cl)=[O:27])([O-:22])=[O:21].N1C=CC=CC=1.C(=O)([O-])O.[Na+]. (4) The reactants are [CH3:1][NH2:2].F[C:4]1[CH:9]=[C:8](F)[CH:7]=[CH:6][C:5]=1[N+:11]([O-:13])=[O:12].[CH2:14]([OH:21])[C:15]1[CH:20]=[CH:19][CH:18]=[CH:17][CH:16]=1.C(=O)([O-])[O-].[K+].[K+]. The catalyst is S([O-])(O)(=O)=O.C([N+](CCCC)(CCCC)CCCC)CCC.O.C1(C)C=CC=CC=1. The product is [CH2:14]([O:21][C:8]1[CH:7]=[CH:6][C:5]([N+:11]([O-:13])=[O:12])=[C:4]([CH:9]=1)[NH:2][CH3:1])[C:15]1[CH:20]=[CH:19][CH:18]=[CH:17][CH:16]=1. The yield is 0.950. (5) The reactants are F[C:2]1[N:9]=[CH:8][CH:7]=[CH:6][C:3]=1[C:4]#[N:5].O1CCCC1.[CH2:15]([N:17](CC)[CH2:18][CH3:19])[CH3:16].N1CCCC1. The catalyst is O. The product is [N:17]1([C:2]2[N:9]=[CH:8][CH:7]=[CH:6][C:3]=2[C:4]#[N:5])[CH2:18][CH2:19][CH2:16][CH2:15]1. The yield is 0.750. (6) The reactants are [Cl:1][C:2]1[CH:3]=[N:4][C:5]2[NH:6][C:7]3[CH:8]=[N:9][CH:10]=[C:11]([CH:37]=3)[CH2:12][CH2:13][C:14]3[CH:22]=[C:18]([NH:19][C:20]=1[N:21]=2)[CH:17]=[CH:16][C:15]=3[O:23][CH2:24][CH:25]1[CH2:29][CH2:28][N:27](C(OC(C)(C)C)=O)[CH2:26]1.CO.[ClH:40]. The catalyst is O1CCOCC1. The product is [ClH:1].[ClH:40].[ClH:1].[Cl:1][C:2]1[CH:3]=[N:4][C:5]2[NH:6][C:7]3[CH:8]=[N:9][CH:10]=[C:11]([CH:37]=3)[CH2:12][CH2:13][C:14]3[CH:22]=[C:18]([NH:19][C:20]=1[N:21]=2)[CH:17]=[CH:16][C:15]=3[O:23][CH2:24][CH:25]1[CH2:29][CH2:28][NH:27][CH2:26]1. The yield is 0.920. (7) The reactants are [C:1]([O-])([O-])=O.[K+].[K+].CI.[C:9]([O:13][C:14]([N:16]1[C:21]2[CH:22]=[C:23]([OH:27])[C:24]([Cl:26])=[CH:25][C:20]=2[O:19][CH:18]([C:28]([N:30]2[CH2:35][CH2:34][C:33]([C:44]#[N:45])([CH2:36][C:37]3[CH:42]=[CH:41][C:40]([F:43])=[CH:39][CH:38]=3)[CH2:32][CH2:31]2)=[O:29])[CH2:17]1)=[O:15])([CH3:12])([CH3:11])[CH3:10]. The catalyst is CC(C)=O. The product is [C:9]([O:13][C:14]([N:16]1[C:21]2[CH:22]=[C:23]([O:27][CH3:1])[C:24]([Cl:26])=[CH:25][C:20]=2[O:19][CH:18]([C:28]([N:30]2[CH2:35][CH2:34][C:33]([C:44]#[N:45])([CH2:36][C:37]3[CH:38]=[CH:39][C:40]([F:43])=[CH:41][CH:42]=3)[CH2:32][CH2:31]2)=[O:29])[CH2:17]1)=[O:15])([CH3:12])([CH3:10])[CH3:11]. The yield is 0.0200. (8) The catalyst is CN(C=O)C.O. The product is [CH2:12]([O:9][CH2:8][C:4]1[CH:5]=[CH:6][CH:7]=[C:2]([I:1])[CH:3]=1)[C:13]1[CH:18]=[CH:17][CH:16]=[CH:15][CH:14]=1. The reactants are [I:1][C:2]1[CH:3]=[C:4]([CH2:8][OH:9])[CH:5]=[CH:6][CH:7]=1.[H-].[Na+].[CH2:12](Cl)[C:13]1[CH:18]=[CH:17][CH:16]=[CH:15][CH:14]=1. The yield is 0.510. (9) The catalyst is O1CCCC1. The yield is 0.940. The reactants are [H-].[Al+3].[Li+].[H-].[H-].[H-].[Cl:7][C:8]1[C:9]([CH3:18])=[C:10]([CH:15]=[CH:16][CH:17]=1)[C:11](OC)=[O:12].O.[OH-].[Na+]. The product is [Cl:7][C:8]1[C:9]([CH3:18])=[C:10]([CH2:11][OH:12])[CH:15]=[CH:16][CH:17]=1.